Dataset: Experimentally validated miRNA-target interactions with 360,000+ pairs, plus equal number of negative samples. Task: Binary Classification. Given a miRNA mature sequence and a target amino acid sequence, predict their likelihood of interaction. (1) The miRNA is hsa-miR-603 with sequence CACACACUGCAAUUACUUUUGC. The protein sequence of the target gene is MGKGDPKKPRGKMSSYAFFVQTCREEHKKKHPDASVNFSEFSKKCSERWKTMSAKEKGKFEDMAKADKARYEREMKTYIPPKGETKKKFKDPNAPKRPPSAFFLFCSEYRPKIKGEHPGLSIGDVAKKLGEMWNNTAADDKQPYEKKAAKLKEKYEKDIAAYRAKGKPDAAKKGVVKAEKSKKKKEEEEDEEDEEDEEEEEDEEDEEEEEDDDDE. Result: 0 (no interaction). (2) The miRNA is hsa-miR-7843-5p with sequence GAGGGCAGAGCCAGCUUCCUGA. The protein sequence of the target gene is MPTESGSCSTARQAKQKRKSHSLSIRRTNSSEQERTGLPREMLEGQDSKLPSSVRSTLLELFGQIEREFENLYIENLELRREIDTLNERLAGEGQAIDGAELSKGQLKTKASHSTSQLSQKLKTTYKASTSKIVSSFKTTTSRAICQLVKEYIGHRDGIWDVSVTRTQPIVLGTASADHTALLWSIETGKCLVKYAGHVGSVNSIKFHPSEQLALTASGDQTAHIWRYVVQLPTPQPVADTSQQISGEDEIECSDKDEPDIDGDVSSDCPTVRVPLTSLKSHQGVVIAADWLVGGKQVVT.... Result: 0 (no interaction). (3) The miRNA is hsa-miR-1277-5p with sequence AAAUAUAUAUAUAUAUGUACGUAU. The protein sequence of the target gene is MGDKKSPTRPKRQPKPSSDEGYWDCSVCTFRNSAEAFKCMMCDVRKGTSTRKPRPVSQLVAQQVTQQFVPPTQSKKEKKDKVEKEKSEKETTSKKNSHKKTRPRLKNVDRSSAQHLEVTVGDLTVIITDFKEKTKSPPASSAASADQHSQSGSSSDNTERGMSRSSSPRGEASSLNGESH. Result: 1 (interaction). (4) The miRNA is mmu-miR-15a-5p with sequence UAGCAGCACAUAAUGGUUUGUG. The protein sequence of the target gene is MAMTGSTPCSSMSNHTKERVTMTKVTLENFYSNLIAQHEEREMRQKKLEKVMEEEGLKDEEKRLRRSAHARKETEFLRLKRTRLGLEDFESLKVIGRGAFGEVRLVQKKDTGHVYAMKILRKADMLEKEQVGHIRAERDILVEADSLWVVKMFYSFQDKLNLYLIMEFLPGGDMMTLLMKKDTLTEEETQFYIAETVLAIDSIHQLGFIHRDIKPDNLLLDSKGHVKLSDFGLCTGLKKAHRTEFYRNLNHSLPSDFTFQNMNSKRKAETWKRNRRQLAFSTVGTPDYIAPEVFMQTGYN.... Result: 1 (interaction). (5) The miRNA is hsa-miR-192-5p with sequence CUGACCUAUGAAUUGACAGCC. The protein sequence of the target gene is MAQFAFESDLHSLLQLDAPIPNAPPARWQRKAKEAAGPAPSPMRAANRSHSAGRTPGRTPGKSSSKVQTTPSKPGGDRYIPHRSAAQMEVASFLLSKENQPENSQTPTKKEHQKAWALNLNGFDVEEAKILRLSGKPQNAPEGYQNRLKVLYSQKATPGSSRKTCRYIPSLPDRILDAPEIRNDYYLNLVDWSSGNVLAVALDNSVYLWSASSGDILQLLQMEQPGEYISSVAWIKEGNYLAVGTSSAEVQLWDVQQQKRLRNMTSHSARVGSLSWNSYILSSGSRSGHIHHHDVRVAEH.... Result: 1 (interaction). (6) The miRNA is hsa-miR-301a-5p with sequence GCUCUGACUUUAUUGCACUACU. The protein sequence of the target gene is MAAPEPARAAPPPPPPPPPPPGADRVVKAVPFPPTHRLTSEEVFDLDGIPRVDVLKNHLVKEGRVDEEIALRIINEGAAILRREKTMIEVEAPITVCGDIHGQFFDLMKLFEVGGSPANTRYLFLGDYVDRGYFSIECVLYLWVLKILYPSTLFLLRGNHECRHLTEYFTFKQECKIKYSERVYEACMEAFDSLPLAALLNQQFLCVHGGLSPEIHTLDDIRRLDRFKEPPAFGPMCDLLWSDPSEDFGNEKSQEHFSHNTVRGCSYFYNYPAVCEFLQNNNLLSIIRAHEAQDAGYRMY.... Result: 0 (no interaction).